Dataset: Aqueous solubility values for 9,982 compounds from the AqSolDB database. Task: Regression/Classification. Given a drug SMILES string, predict its absorption, distribution, metabolism, or excretion properties. Task type varies by dataset: regression for continuous measurements (e.g., permeability, clearance, half-life) or binary classification for categorical outcomes (e.g., BBB penetration, CYP inhibition). For this dataset (solubility_aqsoldb), we predict Y. (1) The molecule is [Fe+3].[Fe+3].[O-2].[O-2].[O-2].[O-2].[O-2].[Sr+2].[Sr+2]. The Y is -6.66 log mol/L. (2) The drug is CC(=O)C(Oc1ccccc1Cl)C(=O)O. The Y is -2.10 log mol/L. (3) The molecule is Cc1ccc(NCCO)c([N+](=O)[O-])c1. The Y is -2.75 log mol/L. (4) The compound is Cc1ccc(Nc2ccc(O)c3c2C(=O)c2ccccc2C3=O)c(S(=O)(=O)[O-])c1.[Na+]. The Y is -2.40 log mol/L. (5) The compound is CCN(CC)C(=O)Cn1cc(Br)c(=O)c(Br)c1. The Y is -2.31 log mol/L. (6) The Y is -1.98 log mol/L. The compound is NC(=O)c1ccc(Cl)c(N)c1.